This data is from Reaction yield outcomes from USPTO patents with 853,638 reactions. The task is: Predict the reaction yield, written as a fraction of the theoretical maximum amount of product (1.0 means a 100% yield; for example, 0.34 means a 34% yield). (1) The reactants are [F:1][C:2]1[CH:3]=[C:4]([C:9]2[CH:10]=[C:11]([CH2:20][O:21][S:22]([CH3:25])(=[O:24])=[O:23])[C:12](=[O:19])[N:13]([CH2:15][CH:16]([CH3:18])[CH3:17])[N:14]=2)[CH:5]=[CH:6][C:7]=1C.[F:26]C1C=C(C2C=C(CO)C(=O)N(CC(C)C)N=2)C=CC=1F. No catalyst specified. The product is [F:1][C:2]1[CH:3]=[C:4]([C:9]2[CH:10]=[C:11]([CH2:20][O:21][S:22]([CH3:25])(=[O:24])=[O:23])[C:12](=[O:19])[N:13]([CH2:15][CH:16]([CH3:18])[CH3:17])[N:14]=2)[CH:5]=[CH:6][C:7]=1[F:26]. The yield is 0.814. (2) The yield is 0.120. The catalyst is COCCOC.C(O)C.O.CC1C=CC=CC=1[P](C1C=CC=CC=1C)([Pd](Cl)(Cl)[P](C1=C(C)C=CC=C1)(C1C=CC=CC=1C)C1C=CC=CC=1C)C1C=CC=CC=1C. The product is [O:37]1[C:38]2=[CH:39][CH:40]=[CH:45][C:44]2=[CH:43][CH:42]=[C:41]1[N:28]([C:29]1[CH:30]=[CH:31][CH:32]=[CH:33][CH:34]=1)[C:27]([CH:11]([C:8]1[CH:9]=[CH:10][C:5]([C:1]([CH3:2])([CH3:4])[CH3:3])=[CH:6][CH:7]=1)[CH2:12][C:13]1[S:17][C:16]([C:18]([NH:20][CH2:21][CH2:22][S:23]([OH:26])(=[O:25])=[O:24])=[O:19])=[CH:15][CH:14]=1)=[O:36]. The reactants are [C:1]([C:5]1[CH:10]=[CH:9][C:8]([CH:11]([C:27](=[O:36])[NH:28][C:29]2[CH:34]=[CH:33][C:32](I)=[CH:31][CH:30]=2)[CH2:12][C:13]2[S:17][C:16]([C:18]([NH:20][CH2:21][CH2:22][S:23]([OH:26])(=[O:25])=[O:24])=[O:19])=[CH:15][CH:14]=2)=[CH:7][CH:6]=1)([CH3:4])([CH3:3])[CH3:2].[O:37]1[C:41]2[CH:42]=[CH:43][CH:44]=[CH:45][C:40]=2[CH:39]=[C:38]1B(O)O.C(=O)([O-])[O-].[Na+].[Na+].C(#N)C.